From a dataset of NCI-60 drug combinations with 297,098 pairs across 59 cell lines. Regression. Given two drug SMILES strings and cell line genomic features, predict the synergy score measuring deviation from expected non-interaction effect. (1) Drug 1: C1=CC=C(C=C1)NC(=O)CCCCCCC(=O)NO. Drug 2: CS(=O)(=O)OCCCCOS(=O)(=O)C. Cell line: HS 578T. Synergy scores: CSS=10.0, Synergy_ZIP=-3.39, Synergy_Bliss=-0.594, Synergy_Loewe=-3.11, Synergy_HSA=-0.214. (2) Drug 1: C1CNP(=O)(OC1)N(CCCl)CCCl. Drug 2: CCC1(C2=C(COC1=O)C(=O)N3CC4=CC5=C(C=CC(=C5CN(C)C)O)N=C4C3=C2)O.Cl. Cell line: ACHN. Synergy scores: CSS=1.95, Synergy_ZIP=-16.6, Synergy_Bliss=-32.1, Synergy_Loewe=-77.0, Synergy_HSA=-32.3. (3) Drug 1: CC(C)NC(=O)C1=CC=C(C=C1)CNNC.Cl. Drug 2: C1CNP(=O)(OC1)N(CCCl)CCCl. Cell line: RPMI-8226. Synergy scores: CSS=-8.24, Synergy_ZIP=4.39, Synergy_Bliss=-0.158, Synergy_Loewe=-7.75, Synergy_HSA=-7.70. (4) Drug 1: CC1C(C(CC(O1)OC2CC(CC3=C2C(=C4C(=C3O)C(=O)C5=C(C4=O)C(=CC=C5)OC)O)(C(=O)C)O)N)O.Cl. Drug 2: CC1=C(C=C(C=C1)NC(=O)C2=CC=C(C=C2)CN3CCN(CC3)C)NC4=NC=CC(=N4)C5=CN=CC=C5. Cell line: OVCAR-8. Synergy scores: CSS=37.3, Synergy_ZIP=1.56, Synergy_Bliss=6.24, Synergy_Loewe=-6.60, Synergy_HSA=4.67. (5) Drug 1: C1=CC(=CC=C1CCC2=CNC3=C2C(=O)NC(=N3)N)C(=O)NC(CCC(=O)O)C(=O)O. Drug 2: CN1C2=C(C=C(C=C2)N(CCCl)CCCl)N=C1CCCC(=O)O.Cl. Cell line: NCI-H460. Synergy scores: CSS=41.5, Synergy_ZIP=2.88, Synergy_Bliss=1.33, Synergy_Loewe=-22.8, Synergy_HSA=1.45. (6) Drug 1: CC12CCC(CC1=CCC3C2CCC4(C3CC=C4C5=CN=CC=C5)C)O. Drug 2: C1=CC=C(C(=C1)C(C2=CC=C(C=C2)Cl)C(Cl)Cl)Cl. Cell line: HL-60(TB). Synergy scores: CSS=15.7, Synergy_ZIP=8.58, Synergy_Bliss=12.5, Synergy_Loewe=6.86, Synergy_HSA=7.21. (7) Drug 1: CS(=O)(=O)C1=CC(=C(C=C1)C(=O)NC2=CC(=C(C=C2)Cl)C3=CC=CC=N3)Cl. Drug 2: CCN(CC)CCNC(=O)C1=C(NC(=C1C)C=C2C3=C(C=CC(=C3)F)NC2=O)C. Cell line: OVCAR-4. Synergy scores: CSS=1.36, Synergy_ZIP=-1.01, Synergy_Bliss=-0.440, Synergy_Loewe=-1.23, Synergy_HSA=-1.65.